This data is from Reaction yield outcomes from USPTO patents with 853,638 reactions. The task is: Predict the reaction yield, written as a fraction of the theoretical maximum amount of product (1.0 means a 100% yield; for example, 0.34 means a 34% yield). (1) The reactants are [CH3:1][C:2]1[O:6][N:5]=[C:4]([C:7]2[CH:12]=[CH:11][CH:10]=[CH:9][CH:8]=2)[C:3]=1[CH2:13][O:14][C:15]1[CH:23]=[CH:22][C:18]([C:19]([OH:21])=O)=[CH:17][N:16]=1.[NH2:24][CH:25]1[CH2:30][CH2:29][CH2:28][N:27]([CH2:31][CH3:32])[CH2:26]1. No catalyst specified. The product is [CH2:31]([N:27]1[CH2:28][CH2:29][CH2:30][CH:25]([NH:24][C:19](=[O:21])[C:18]2[CH:22]=[CH:23][C:15]([O:14][CH2:13][C:3]3[C:4]([C:7]4[CH:8]=[CH:9][CH:10]=[CH:11][CH:12]=4)=[N:5][O:6][C:2]=3[CH3:1])=[N:16][CH:17]=2)[CH2:26]1)[CH3:32]. The yield is 0.950. (2) The reactants are [NH:1]1[CH2:6][CH2:5][O:4][CH2:3][CH2:2]1.F[C:8]1[CH:15]=[CH:14][C:11]([C:12]#[N:13])=[CH:10][CH:9]=1. The catalyst is O. The product is [N:1]1([C:8]2[CH:15]=[CH:14][C:11]([C:12]#[N:13])=[CH:10][CH:9]=2)[CH2:6][CH2:5][O:4][CH2:3][CH2:2]1. The yield is 0.950. (3) The reactants are [CH3:1][O:2][C:3]1[CH:8]=[CH:7][CH:6]=[C:5]([NH2:9])[CH:4]=1.CCN([CH2:15][CH3:16])CC.C([CH:19]([CH2:23][C:24](Cl)=[O:25])[C:20](Cl)=[O:21])C.C1C[O:30]CC1. The catalyst is O.CCOC(C)=O. The product is [CH3:1][O:2][C:3]1[CH:4]=[C:5]([NH:9][C:24](=[O:25])[CH2:23][CH2:19][C:20]([O:21][CH2:15][CH3:16])=[O:30])[CH:6]=[CH:7][CH:8]=1. The yield is 0.860. (4) The catalyst is CN(C1C=CN=CC=1)C.C1COCC1. The reactants are [NH:1]1[C:9]2[C:4](=[CH:5][CH:6]=[CH:7][CH:8]=2)[CH:3]=[C:2]1[C:10]1[C:11]([O:32][CH3:33])=[CH:12][C:13]([O:30][CH3:31])=[C:14](/[CH:16]=[CH:17]/[C:18]([C:20]2[CH:25]=[CH:24][C:23]([S:26]([NH2:29])(=[O:28])=[O:27])=[CH:22][CH:21]=2)=[O:19])[CH:15]=1.CCN(CC)CC.[C:41](O[C:41](=[O:44])[CH2:42][CH3:43])(=[O:44])[CH2:42][CH3:43].O. The yield is 0.810. The product is [NH:1]1[C:9]2[C:4](=[CH:5][CH:6]=[CH:7][CH:8]=2)[CH:3]=[C:2]1[C:10]1[C:11]([O:32][CH3:33])=[CH:12][C:13]([O:30][CH3:31])=[C:14](/[CH:16]=[CH:17]/[C:18]([C:20]2[CH:21]=[CH:22][C:23]([S:26]([NH:29][C:41](=[O:44])[CH2:42][CH3:43])(=[O:28])=[O:27])=[CH:24][CH:25]=2)=[O:19])[CH:15]=1.